Dataset: Forward reaction prediction with 1.9M reactions from USPTO patents (1976-2016). Task: Predict the product of the given reaction. (1) The product is: [Br:1][C:2]1[C:3]2[CH2:9][NH:10][C:11]3[N:12]=[C:13]([NH:18][C:19]4[CH:24]=[CH:23][CH:22]=[C:21]([CH:20]=4)[CH2:25][CH2:26][CH2:27][O:8][C:5]([CH:4]=2)=[CH:6][CH:7]=1)[N:14]=[CH:15][C:16]=3[Cl:17]. Given the reactants [Br:1][C:2]1[CH:7]=[CH:6][C:5]([OH:8])=[CH:4][C:3]=1[CH2:9][NH:10][C:11]1[C:16]([Cl:17])=[CH:15][N:14]=[C:13]([NH:18][C:19]2[CH:24]=[CH:23][CH:22]=[C:21]([CH2:25][CH2:26][CH2:27]Br)[CH:20]=2)[N:12]=1.[OH-].[Na+], predict the reaction product. (2) Given the reactants [NH2:1][CH:2]1[C:10]2[C:9]([CH3:11])=[N:8][C:7]([N:12]([CH2:22][CH3:23])[C:13]3[C:18]([CH3:19])=[CH:17][C:16]([CH3:20])=[CH:15][C:14]=3[CH3:21])=[N:6][C:5]=2[N:4]([CH:24]([CH2:27][CH3:28])[CH2:25][CH3:26])[C:3]1=[O:29].[C:30](Cl)(=[O:33])[CH2:31][CH3:32].C(N(CC)CC)C.O, predict the reaction product. The product is: [CH2:25]([CH:24]([N:4]1[C:5]2[N:6]=[C:7]([N:12]([CH2:22][CH3:23])[C:13]3[C:18]([CH3:19])=[CH:17][C:16]([CH3:20])=[CH:15][C:14]=3[CH3:21])[N:8]=[C:9]([CH3:11])[C:10]=2[CH:2]([NH:1][C:30](=[O:33])[CH2:31][CH3:32])[C:3]1=[O:29])[CH2:27][CH3:28])[CH3:26]. (3) Given the reactants [C:1]([O:5][C:6]([N:8]1[CH2:11][CH2:10][CH:9]1[C:12]1(O)[O:16][N:15]=[C:14]([C:17]2[CH:22]=[CH:21][CH:20]=[CH:19][N:18]=2)[CH2:13]1)=[O:7])([CH3:4])([CH3:3])[CH3:2].[OH-].[K+], predict the reaction product. The product is: [C:1]([O:5][C:6]([N:8]1[CH2:11][CH2:10][CH:9]1[C:12]1[O:16][N:15]=[C:14]([C:17]2[CH:22]=[CH:21][CH:20]=[CH:19][N:18]=2)[CH:13]=1)=[O:7])([CH3:4])([CH3:2])[CH3:3]. (4) Given the reactants [Si:1]([O:8][CH2:9][CH2:10][NH2:11])([C:4]([CH3:7])([CH3:6])[CH3:5])([CH3:3])[CH3:2].C([N:20]=[C:21]=[S:22])(=O)C1C=CC=CC=1, predict the reaction product. The product is: [Si:1]([O:8][CH2:9][CH2:10][NH:11][C:21]([NH2:20])=[S:22])([C:4]([CH3:6])([CH3:7])[CH3:5])([CH3:3])[CH3:2]. (5) Given the reactants [H-].[Na+].[F:3][C:4]([F:14])([C:10]([F:13])([F:12])[F:11])[C:5]([O:7]CC)=O.[C:15](#[N:17])[CH3:16], predict the reaction product. The product is: [F:14][C:4]([F:3])([C:10]([F:11])([F:12])[F:13])[C:5](=[O:7])[CH2:16][C:15]#[N:17]. (6) The product is: [CH3:9][O:10][C:2]1[N:7]=[C:6]([NH2:8])[CH:5]=[N:4][CH:3]=1. Given the reactants Cl[C:2]1[N:7]=[C:6]([NH2:8])[CH:5]=[N:4][CH:3]=1.[CH3:9][O-:10].[Na+], predict the reaction product.